From a dataset of Forward reaction prediction with 1.9M reactions from USPTO patents (1976-2016). Predict the product of the given reaction. (1) Given the reactants [CH:1]1([CH:4]([C:6]2[CH:11]=[CH:10][N:9]=[CH:8][CH:7]=2)[OH:5])[CH2:3][CH2:2]1, predict the reaction product. The product is: [CH:1]1([C:4]([C:6]2[CH:7]=[CH:8][N:9]=[CH:10][CH:11]=2)=[O:5])[CH2:2][CH2:3]1. (2) Given the reactants [I:1][C:2]1[CH:7]=[CH:6][C:5]([C:8]2([C:11]([OH:13])=O)[CH2:10][CH2:9]2)=[CH:4][CH:3]=1.C(Cl)(C(Cl)=O)=O.[CH2:20]([CH2:22][NH2:23])O.[OH-].COC(NS([N+](CC)(CC)CC)(=O)=O)=O, predict the reaction product. The product is: [I:1][C:2]1[CH:3]=[CH:4][C:5]([C:8]2([C:11]3[O:13][CH2:20][CH2:22][N:23]=3)[CH2:9][CH2:10]2)=[CH:6][CH:7]=1. (3) Given the reactants C([O:3][C:4](=[O:25])[C@@H:5]([O:22][CH2:23][CH3:24])[CH2:6][C:7]1[CH:12]=[CH:11][C:10]([O:13][CH2:14][C:15]2[S:16][C:17](Br)=[CH:18][C:19]=2[CH3:20])=[CH:9][CH:8]=1)C.[F:26][C:27]([F:39])([F:38])[O:28][C:29]1[CH:34]=[CH:33][C:32](B(O)O)=[CH:31][CH:30]=1, predict the reaction product. The product is: [CH2:23]([O:22][C@@H:5]([CH2:6][C:7]1[CH:8]=[CH:9][C:10]([O:13][CH2:14][C:15]2[S:16][C:17]([C:32]3[CH:31]=[CH:30][C:29]([O:28][C:27]([F:26])([F:38])[F:39])=[CH:34][CH:33]=3)=[CH:18][C:19]=2[CH3:20])=[CH:11][CH:12]=1)[C:4]([OH:3])=[O:25])[CH3:24]. (4) Given the reactants CO[C:3]1[CH2:8][N:7]([CH3:9])[C:6](=[O:10])[CH2:5][N:4]=1.[Cl-:11].[NH4+:12], predict the reaction product. The product is: [ClH:11].[NH2:12][C:3]1[CH2:8][N:7]([CH3:9])[C:6](=[O:10])[CH2:5][N:4]=1. (5) Given the reactants [CH:1]1([C:5]2[C:14]([C:15]3[NH:19][CH:18]=[N:17][N:16]=3)=[CH:13][C:8]([C:9]([O:11]C)=[O:10])=[C:7]([CH3:20])[CH:6]=2)[CH2:4][CH2:3][CH2:2]1.CO.O.[OH-].[Li+].OP(O)(O)=O, predict the reaction product. The product is: [CH:1]1([C:5]2[C:14]([C:15]3[NH:19][CH:18]=[N:17][N:16]=3)=[CH:13][C:8]([C:9]([OH:11])=[O:10])=[C:7]([CH3:20])[CH:6]=2)[CH2:2][CH2:3][CH2:4]1. (6) The product is: [CH3:18][N:16]([CH3:17])[C:12]1[N:11]=[C:10]([CH2:19][CH2:20][CH2:21][CH2:22][CH2:23][CH2:24][CH2:25][CH2:26][CH2:27][CH2:28][CH2:29][CH2:30][CH2:31][CH2:32][CH2:33][CH3:34])[C:9]([OH:8])=[C:14]([CH3:15])[N:13]=1. Given the reactants C([O:8][C:9]1[C:10]([CH2:19][CH2:20][CH2:21][CH2:22][CH2:23][CH2:24][CH2:25][CH2:26][CH2:27][CH2:28][CH2:29][CH2:30][CH2:31][CH2:32][CH2:33][CH3:34])=[N:11][C:12]([N:16]([CH3:18])[CH3:17])=[N:13][C:14]=1[CH3:15])C1C=CC=CC=1, predict the reaction product. (7) Given the reactants Br[C:2]1[CH:3]=[C:4]([C:9]2[CH2:16][CH:15]3[CH2:17][CH:11]([CH2:12][N:13]([C:18]([O:20][C:21]([CH3:24])([CH3:23])[CH3:22])=[O:19])[CH2:14]3)[CH:10]=2)[CH:5]=[C:6]([F:8])[CH:7]=1.[N:25]1[CH:30]=[CH:29][C:28](B(O)O)=[CH:27][CH:26]=1.C([O-])([O-])=O.[Na+].[Na+].[OH-].[Na+], predict the reaction product. The product is: [F:8][C:6]1[CH:5]=[C:4]([C:9]2[CH2:16][CH:15]3[CH2:17][CH:11]([CH2:12][N:13]([C:18]([O:20][C:21]([CH3:24])([CH3:23])[CH3:22])=[O:19])[CH2:14]3)[CH:10]=2)[CH:3]=[C:2]([C:28]2[CH:29]=[CH:30][N:25]=[CH:26][CH:27]=2)[CH:7]=1.